This data is from Full USPTO retrosynthesis dataset with 1.9M reactions from patents (1976-2016). The task is: Predict the reactants needed to synthesize the given product. (1) Given the product [CH3:50][O:49][C:87](=[O:78])[C:81]1[CH:86]=[C:85]([S:35][CH2:29][CH2:30][CH2:31][CH2:32][CH2:33][CH3:34])[CH:84]=[C:83]([C:11](=[O:27])[C:12]2[CH:17]=[CH:16][C:15]([N:18]([C:20]3[CH:21]=[CH:22][C:23]([Cl:26])=[CH:24][CH:25]=3)[CH3:19])=[CH:14][N:13]=2)[CH:82]=1, predict the reactants needed to synthesize it. The reactants are: COC(=O)C1C=C(I)C=CC=1[C:11](=[O:27])[C:12]1[CH:17]=[CH:16][C:15]([N:18]([C:20]2[CH:25]=[CH:24][C:23]([Cl:26])=[CH:22][CH:21]=2)[CH3:19])=[CH:14][N:13]=1.[CH2:29]([SH:35])[CH2:30][CH2:31][CH2:32][CH2:33][CH3:34].C1(P(C2C=CC=CC=2)C2C=CC=CC=2[O:49][C:50]2C=CC=CC=2P(C2C=CC=CC=2)C2C=CC=CC=2)C=CC=CC=1.CC(C)([O-:78])C.[K+].[C:81]1([CH3:87])[CH:86]=[CH:85][CH:84]=[CH:83][CH:82]=1. (2) Given the product [Cl:21][C:22]1[CH:23]=[C:24]([CH:25]=[CH:26][C:27]=1[Cl:28])[CH2:29][C:30]1[NH:31][C:16](=[O:18])[C:3]2[C:4]([CH3:15])=[C:5]([CH2:7][C:8]([O:10][CH2:11][CH2:12][CH2:13][CH3:14])=[O:9])[S:6][C:2]=2[N:1]=1, predict the reactants needed to synthesize it. The reactants are: [NH2:1][C:2]1[S:6][C:5]([CH2:7][C:8]([O:10][CH2:11][CH2:12][CH2:13][CH3:14])=[O:9])=[C:4]([CH3:15])[C:3]=1[C:16]([O:18]CC)=O.[Cl:21][C:22]1[CH:23]=[C:24]([CH2:29][C:30]#[N:31])[CH:25]=[CH:26][C:27]=1[Cl:28]. (3) Given the product [F:37][C:31]1[CH:32]=[CH:33][C:34]([F:36])=[CH:35][C:30]=1[S:27]([NH:26][C:22]1[C:21]([F:41])=[C:20]([C:10]2[C:9]([C:7]3[CH:6]=[CH:5][N:4]=[C:3]([C:1]([NH2:2])=[O:43])[CH:8]=3)=[CH:13][N:12]([CH:14]3[CH2:19][CH2:18][O:17][CH2:16][CH2:15]3)[N:11]=2)[CH:25]=[CH:24][CH:23]=1)(=[O:29])=[O:28], predict the reactants needed to synthesize it. The reactants are: [C:1]([C:3]1[CH:8]=[C:7]([C:9]2[C:10]([C:20]3[C:21]([F:41])=[C:22]([N:26](COC)[S:27]([C:30]4[CH:35]=[C:34]([F:36])[CH:33]=[CH:32][C:31]=4[F:37])(=[O:29])=[O:28])[CH:23]=[CH:24][CH:25]=3)=[N:11][N:12]([CH:14]3[CH2:19][CH2:18][O:17][CH2:16][CH2:15]3)[CH:13]=2)[CH:6]=[CH:5][N:4]=1)#[N:2].Cl.[O:43]1CCOCC1. (4) Given the product [CH2:30]([O:32][C:27](=[O:28])[CH2:23][C:24]([NH:6][C:5]1[C:4]([CH:1]([CH3:3])[CH3:2])=[CH:10][CH:9]=[CH:8][C:7]=1[CH:11]([CH3:13])[CH3:12])=[O:25])[CH3:31], predict the reactants needed to synthesize it. The reactants are: [CH:1]([C:4]1[CH:10]=[CH:9][CH:8]=[C:7]([CH:11]([CH3:13])[CH3:12])[C:5]=1[NH2:6])([CH3:3])[CH3:2].C(N(CC)CC)C.C([CH:23]([C:27](Cl)=[O:28])[C:24](Cl)=[O:25])C.[C:30](OCC)(=[O:32])[CH3:31]. (5) Given the product [O:4]1[C:8]2[CH:9]=[CH:10][CH:11]=[C:12]([N:13]3[CH2:18][CH2:17][N:16]([CH2:19][CH2:20][C@H:21]4[CH2:26][CH2:25][C@H:24]([NH:27][C:32]([CH:30]5[CH2:31][C:29]5([F:35])[F:28])=[O:33])[CH2:23][CH2:22]4)[CH2:15][CH2:14]3)[C:7]=2[O:6][CH2:5]1, predict the reactants needed to synthesize it. The reactants are: Cl.Cl.Cl.[O:4]1[C:8]2[CH:9]=[CH:10][CH:11]=[C:12]([N:13]3[CH2:18][CH2:17][N:16]([CH2:19][CH2:20][C@H:21]4[CH2:26][CH2:25][C@H:24]([NH2:27])[CH2:23][CH2:22]4)[CH2:15][CH2:14]3)[C:7]=2[O:6][CH2:5]1.[F:28][C:29]1([F:35])[CH2:31][CH:30]1[C:32](O)=[O:33]. (6) Given the product [CH3:2][C:1]1[NH:17][C:7](=[O:6])[C:8]2[C:13]([CH:4]=1)=[CH:12][CH:11]=[CH:10][CH:9]=2, predict the reactants needed to synthesize it. The reactants are: [C:1]([CH:4]1[C:13]2[C:8](=[CH:9][CH:10]=[CH:11][CH:12]=2)[C:7](=O)[O:6]C1=O)(=O)[CH3:2].[OH-].[NH4+:17]. (7) Given the product [I:1][C:2]1[CH:6]=[CH:5][N:4]([C:10]2[CH:11]=[N:12][CH:13]=[CH:14][CH:15]=2)[N:3]=1, predict the reactants needed to synthesize it. The reactants are: [I:1][C:2]1[CH:6]=[CH:5][NH:4][N:3]=1.[H-].[Na+].F[C:10]1[CH:11]=[N:12][CH:13]=[CH:14][CH:15]=1. (8) The reactants are: O.O.[P:3]([O-:7])([O-:6])([O-:5])=[O:4].[Ca+2:8].[Ca+2].[OH-].[Al+3].[OH-].[OH-]. Given the product [P:3]([O-:7])([O-:6])([O-:5])=[O:4].[Ca+2:8].[P:3]([O-:7])([O-:6])([O-:5])=[O:4].[Ca+2:8].[Ca+2:8], predict the reactants needed to synthesize it. (9) Given the product [Br:1][CH2:18][C:4](=[O:3])[CH2:5][CH2:6][N:7]1[C:15](=[O:16])[C:14]2[C:9](=[CH:10][CH:11]=[CH:12][CH:13]=2)[C:8]1=[O:17], predict the reactants needed to synthesize it. The reactants are: [Br:1]Br.[O:3]=[C:4]([CH3:18])[CH2:5][CH2:6][N:7]1[C:15](=[O:16])[C:14]2[C:9](=[CH:10][CH:11]=[CH:12][CH:13]=2)[C:8]1=[O:17].ClCCl.